Dataset: Reaction yield outcomes from USPTO patents with 853,638 reactions. Task: Predict the reaction yield, written as a fraction of the theoretical maximum amount of product (1.0 means a 100% yield; for example, 0.34 means a 34% yield). (1) The reactants are [Br:1][C:2]1[CH:14]=[CH:13][C:5]([O:6][CH2:7][C:8]([CH3:12])([OH:11])[CH2:9][OH:10])=[CH:4][CH:3]=1.[CH3:15][C:16]([CH3:18])=O. No catalyst specified. The product is [Br:1][C:2]1[CH:3]=[CH:4][C:5]([O:6][CH2:7][C:8]2([CH3:12])[CH2:9][O:10][C:16]([CH3:18])([CH3:15])[O:11]2)=[CH:13][CH:14]=1. The yield is 0.610. (2) The product is [NH2:10][C:11]1[CH:16]=[CH:15][C:14]([C:17]([CH3:20])([CH3:19])[CH3:18])=[C:13]([NH:21][CH:22]=[O:23])[CH:12]=1. The catalyst is [Pd].C(Cl)Cl. The reactants are C(OC(=O)[NH:10][C:11]1[CH:16]=[CH:15][C:14]([C:17]([CH3:20])([CH3:19])[CH3:18])=[C:13]([NH:21][CH:22]=[O:23])[CH:12]=1)C1C=CC=CC=1.CO. The yield is 0.960. (3) The reactants are Br[C:2]1[CH:3]=[CH:4][C:5]([C:8]([N:10]([CH3:12])[CH3:11])=[O:9])=[N:6][CH:7]=1.[CH3:13][C:14]1([CH3:30])[C:18]([CH3:20])([CH3:19])[O:17][B:16]([B:16]2[O:17][C:18]([CH3:20])([CH3:19])[C:14]([CH3:30])([CH3:13])[O:15]2)[O:15]1.ClCCl.C([O-])(=O)C.[K+]. The catalyst is O1CCOCC1.C1C=CC(P(C2C=CC=CC=2)[C-]2C=CC=C2)=CC=1.C1C=CC(P(C2C=CC=CC=2)[C-]2C=CC=C2)=CC=1.Cl[Pd]Cl.[Fe+2].C1(P(C2C=CC=CC=2)[C-]2C=CC=C2)C=CC=CC=1.[C-]1(P(C2C=CC=CC=2)C2C=CC=CC=2)C=CC=C1.[Fe+2]. The product is [CH3:11][N:10]([CH3:12])[C:8]([C:5]1[CH:4]=[CH:3][C:2]([B:16]2[O:17][C:18]([CH3:20])([CH3:19])[C:14]([CH3:30])([CH3:13])[O:15]2)=[CH:7][N:6]=1)=[O:9]. The yield is 0.680. (4) The reactants are [O:1]([C:4]1[CH:5]=[C:6]([C:16]2[CH:17]=[CH:18][C:19]([N:22]3[CH2:28][CH2:27][CH2:26][N:25]([C:29]4[CH:34]=[CH:33][C:32]([C:35]5[CH:40]=[C:39]([O:41][CH2:42][CH3:43])[C:38]([O:44][CH2:45][CH3:46])=[C:37]([O:47][CH2:48][CH3:49])[CH:36]=5)=[CH:31][N:30]=4)[CH2:24][CH2:23]3)=[N:20][CH:21]=2)[CH:7]=[C:8]([O:13][CH2:14][CH3:15])[C:9]=1[O:10][CH2:11][CH3:12])[CH2:2][CH3:3].[CH3:50][S:51]([OH:54])(=[O:53])=[O:52]. The catalyst is CO. The product is [CH3:50][S:51]([OH:54])(=[O:53])=[O:52].[CH3:50][S:51]([OH:54])(=[O:53])=[O:52].[CH2:48]([O:47][C:37]1[CH:36]=[C:35]([C:32]2[CH:33]=[CH:34][C:29]([N:25]3[CH2:26][CH2:27][CH2:28][N:22]([C:19]4[CH:18]=[CH:17][C:16]([C:6]5[CH:7]=[C:8]([O:13][CH2:14][CH3:15])[C:9]([O:10][CH2:11][CH3:12])=[C:4]([O:1][CH2:2][CH3:3])[CH:5]=5)=[CH:21][N:20]=4)[CH2:23][CH2:24]3)=[N:30][CH:31]=2)[CH:40]=[C:39]([O:41][CH2:42][CH3:43])[C:38]=1[O:44][CH2:45][CH3:46])[CH3:49]. The yield is 0.940. (5) The catalyst is C(OCC)(=O)C.[Pd].[C]. The product is [O:23]=[C:14]1[C:15]2[C:20](=[CH:19][CH:18]=[CH:17][CH:16]=2)[C:21](=[O:22])[N:13]1[CH2:12][C@H:6]1[O:7][C:8]([CH3:11])([CH3:10])[O:9][C@@H:5]1[CH2:4][NH:1][C:24](=[O:25])[O:26][C:27]([CH3:30])([CH3:29])[CH3:28]. The yield is 0.950. The reactants are [N:1]([CH2:4][C@H:5]1[O:9][C:8]([CH3:11])([CH3:10])[O:7][C@@H:6]1[CH2:12][N:13]1[C:21](=[O:22])[C:20]2[C:15](=[CH:16][CH:17]=[CH:18][CH:19]=2)[C:14]1=[O:23])=[N+]=[N-].[C:24](O[C:24]([O:26][C:27]([CH3:30])([CH3:29])[CH3:28])=[O:25])([O:26][C:27]([CH3:30])([CH3:29])[CH3:28])=[O:25]. (6) No catalyst specified. The reactants are [O:1]=[C:2]1[C:11]2[C:6](=[CH:7][CH:8]=[CH:9][CH:10]=2)[C:5]([CH2:12][C:13]2[CH:14]=[C:15]([CH:19]=[CH:20][CH:21]=2)C(O)=O)=[N:4][NH:3]1.[N:22]1([C:29](OC(C)(C)C)=[O:30])[CH2:28][CH2:27][CH2:26][NH:25][CH2:24][CH2:23]1. The product is [N:22]1([C:29]([C:15]2[CH:14]=[C:13]([CH:21]=[CH:20][CH:19]=2)[CH2:12][C:5]2[C:6]3[C:11](=[CH:10][CH:9]=[CH:8][CH:7]=3)[C:2](=[O:1])[NH:3][N:4]=2)=[O:30])[CH2:28][CH2:27][CH2:26][NH:25][CH2:24][CH2:23]1. The yield is 0.970.